This data is from Full USPTO retrosynthesis dataset with 1.9M reactions from patents (1976-2016). The task is: Predict the reactants needed to synthesize the given product. (1) Given the product [NH2:20][C:21]1[C:22]([C:23]#[N:24])=[C:25]([CH:26]=[CH:27][CH:28]=1)[O:1][CH2:2][C:3]([CH3:19])([CH3:18])[CH2:4][NH:5][C:6]([NH:8][CH2:9][C:10]1[CH:11]=[CH:12][C:13]([O:16][CH3:17])=[CH:14][CH:15]=1)=[O:7], predict the reactants needed to synthesize it. The reactants are: [OH:1][CH2:2][C:3]([CH3:19])([CH3:18])[CH2:4][NH:5][C:6]([NH:8][CH2:9][C:10]1[CH:15]=[CH:14][C:13]([O:16][CH3:17])=[CH:12][CH:11]=1)=[O:7].[NH2:20][C:21]1[CH:28]=[CH:27][CH:26]=[C:25](F)[C:22]=1[C:23]#[N:24]. (2) Given the product [CH2:21]([O:23][CH:3]([O:16][CH2:17][CH3:20])[C:4](=[O:14])[CH2:5][C:6]1[CH:11]=[CH:10][CH:9]=[C:8]([O:12][CH3:13])[CH:7]=1)[CH3:22], predict the reactants needed to synthesize it. The reactants are: [N+](=[CH:3][C:4](=[O:14])[CH2:5][C:6]1[CH:11]=[CH:10][CH:9]=[C:8]([O:12][CH3:13])[CH:7]=1)=[N-].Cl[O:16][C:17]([CH3:20])(C)C.[CH2:21]([OH:23])[CH3:22].